Dataset: Peptide-MHC class I binding affinity with 185,985 pairs from IEDB/IMGT. Task: Regression. Given a peptide amino acid sequence and an MHC pseudo amino acid sequence, predict their binding affinity value. This is MHC class I binding data. (1) The peptide sequence is LLWDYMCIS. The MHC is HLA-A02:02 with pseudo-sequence HLA-A02:02. The binding affinity (normalized) is 0.539. (2) The peptide sequence is PFVVSTGYHF. The MHC is Patr-A0701 with pseudo-sequence Patr-A0701. The binding affinity (normalized) is 0.183. (3) The peptide sequence is KYCWNLLQY. The binding affinity (normalized) is 0.0979. The MHC is HLA-A26:01 with pseudo-sequence HLA-A26:01. (4) The peptide sequence is RLHRLLLMR. The MHC is HLA-B58:01 with pseudo-sequence HLA-B58:01. The binding affinity (normalized) is 0.213. (5) The peptide sequence is FTDNNELEF. The MHC is HLA-B08:01 with pseudo-sequence HLA-B08:01. The binding affinity (normalized) is 0.0847.